Dataset: Forward reaction prediction with 1.9M reactions from USPTO patents (1976-2016). Task: Predict the product of the given reaction. (1) The product is: [Cl:1][C:2]1[CH:10]=[CH:9][CH:8]=[C:7]2[C:3]=1[C:4]([C:11](=[O:16])[C:12]([F:14])([F:15])[F:13])=[CH:5][N:6]2[CH2:20][CH2:21][O:22][CH3:23]. Given the reactants [Cl:1][C:2]1[CH:10]=[CH:9][CH:8]=[C:7]2[C:3]=1[C:4]([C:11](=[O:16])[C:12]([F:15])([F:14])[F:13])=[CH:5][NH:6]2.[OH-].[K+].Br[CH2:20][CH2:21][O:22][CH3:23].O, predict the reaction product. (2) Given the reactants [CH3:1][C@H:2]1[O:7][C@@H:6]([CH3:8])[CH2:5][N:4]([C:9]2[C:16]([F:17])=[C:15]([F:18])[C:14]([I:19])=[CH:13][C:10]=2[CH:11]=O)[CH2:3]1.[NH:20]1[C:27](=[O:28])[CH2:26][C:24](=[O:25])[NH:23][C:21]1=[O:22], predict the reaction product. The product is: [F:18][C:15]1[C:16]([F:17])=[C:9]2[C:10]([CH2:11][C:26]3([C@H:3]4[C@H:2]([CH3:1])[O:7][C@H:6]([CH3:8])[CH2:5][N:4]42)[C:24](=[O:25])[NH:23][C:21](=[O:22])[NH:20][C:27]3=[O:28])=[CH:13][C:14]=1[I:19]. (3) Given the reactants CN1C=CC([NH:7][C:8]2[N:13]=[C:12]([NH:14][CH:15]3[CH2:22][CH:18]4[CH2:19][NH:20][CH2:21][CH:17]4[CH2:16]3)[C:11]([C:23]#[N:24])=[CH:10][N:9]=2)=N1.[C:25]([CH2:27][C:28]([OH:30])=O)#[N:26].CN(C(ON1[N:47]=[N:46][C:41]2[CH:42]=[CH:43]C=NC1=2)=[N+](C)C)C.F[P-](F)(F)(F)(F)F.[CH2:55](N(CC)CC)C, predict the reaction product. The product is: [C:25]([CH2:27][C:28]([N:20]1[CH2:19][CH:18]2[CH2:22][CH:15]([NH:14][C:12]3[C:11]([C:23]#[N:24])=[CH:10][N:9]=[C:8]([NH:7][C:42]4[CH:41]=[N:46][N:47]([CH3:55])[CH:43]=4)[N:13]=3)[CH2:16][CH:17]2[CH2:21]1)=[O:30])#[N:26]. (4) Given the reactants [S:1]1[CH:5]=[CH:4][CH:3]=[C:2]1[CH:6]=O.[CH2:8]([N:10]1[CH2:14][CH2:13][CH2:12][C@H:11]1[CH2:15][NH2:16])[CH3:9].[C:17]1(=[O:28])[O:23][C:21](=O)[C:20]2=[CH:24][CH:25]=[CH:26][CH:27]=[C:19]2[CH2:18]1.[CH3:29][O:30][C:31]1[CH:32]=[C:33]([CH:35]=[CH:36][CH:37]=1)[NH2:34], predict the reaction product. The product is: [CH2:8]([N:10]1[CH2:14][CH2:13][CH2:12][C@H:11]1[CH2:15][N:16]1[CH:6]([C:2]2[S:1][CH:5]=[CH:4][CH:3]=2)[CH:18]([C:17]([NH:34][C:33]2[CH:35]=[CH:36][CH:37]=[C:31]([O:30][CH3:29])[CH:32]=2)=[O:28])[C:19]2[C:20](=[CH:24][CH:25]=[CH:26][CH:27]=2)[C:21]1=[O:23])[CH3:9]. (5) Given the reactants [F:1][C:2]1[CH:3]=[C:4]([B:9]([OH:11])[OH:10])[CH:5]=[C:6]([F:8])[CH:7]=1.[NH:12]([CH2:16][CH2:17]O)[CH2:13][CH2:14]O, predict the reaction product. The product is: [F:8][C:6]1[CH:5]=[C:4]([B:9]2[O:10][CH2:17][CH2:16][NH:12][CH2:13][CH2:14][O:11]2)[CH:3]=[C:2]([F:1])[CH:7]=1.